Predict the product of the given reaction. From a dataset of Forward reaction prediction with 1.9M reactions from USPTO patents (1976-2016). The product is: [OH:16][C:15]1[C:9]2[C@:8]3([CH3:36])[C:34](=[O:35])[C:4](/[C:1](=[N:43]/[O:42][CH2:39][C:40]#[CH:41])/[CH3:2])=[C:5]([OH:37])[CH:6]=[C:7]3[O:11][C:10]=2[C:12]([C:19]([NH:21][CH2:22][C:23]2[C:32]3[C:27](=[CH:28][CH:29]=[CH:30][CH:31]=3)[CH:26]=[CH:25][C:24]=2[CH3:33])=[O:20])=[C:13]([O:17][CH3:18])[CH:14]=1. Given the reactants [C:1]([C:4]1[C:34](=[O:35])[C@@:8]2([CH3:36])[C:9]3[C:15]([OH:16])=[CH:14][C:13]([O:17][CH3:18])=[C:12]([C:19]([NH:21][CH2:22][C:23]4[C:32]5[C:27](=[CH:28][CH:29]=[CH:30][CH:31]=5)[CH:26]=[CH:25][C:24]=4[CH3:33])=[O:20])[C:10]=3[O:11][C:7]2=[CH:6][C:5]=1[OH:37])(=O)[CH3:2].Cl.[CH2:39]([O:42][NH2:43])[C:40]#[CH:41].C(=O)(O)[O-].[Na+], predict the reaction product.